This data is from Forward reaction prediction with 1.9M reactions from USPTO patents (1976-2016). The task is: Predict the product of the given reaction. (1) Given the reactants [C:1]([C:4]1[CH:5]=[N:6][CH:7]=[CH:8][C:9]=1[CH2:10][CH:11]1[CH2:20][CH2:19][C:18]2[C:13](=[CH:14][CH:15]=[C:16]([O:21][CH3:22])[CH:17]=2)[C:12]1=[O:23])(=[O:3])[CH3:2].[CH2:24]([Br:31])[C:25]1[CH:30]=[CH:29][CH:28]=[CH:27][CH:26]=1, predict the reaction product. The product is: [Br-:31].[C:1]([C:4]1[CH:5]=[N+:6]([CH2:24][C:25]2[CH:30]=[CH:29][CH:28]=[CH:27][CH:26]=2)[CH:7]=[CH:8][C:9]=1[CH2:10][CH:11]1[CH2:20][CH2:19][C:18]2[C:13](=[CH:14][CH:15]=[C:16]([O:21][CH3:22])[CH:17]=2)[C:12]1=[O:23])(=[O:3])[CH3:2]. (2) Given the reactants [CH:1]([O:4][C:5]1[CH:22]=[CH:21][C:20]([S:23]([CH3:26])(=[O:25])=[O:24])=[CH:19][C:6]=1[C:7]([N:9]1[CH2:13][CH2:12][CH:11]([O:14]S(C)(=O)=O)[CH2:10]1)=[O:8])([CH3:3])[CH3:2].[CH3:27][C:28]([C:30]1[CH:35]=[CH:34][C:33](O)=[C:32]([F:37])[CH:31]=1)=[O:29], predict the reaction product. The product is: [F:37][C:32]1[CH:31]=[C:30]([C:28](=[O:29])[CH3:27])[CH:35]=[CH:34][C:33]=1[O:14][CH:11]1[CH2:12][CH2:13][N:9]([C:7](=[O:8])[C:6]2[CH:19]=[C:20]([S:23]([CH3:26])(=[O:25])=[O:24])[CH:21]=[CH:22][C:5]=2[O:4][CH:1]([CH3:3])[CH3:2])[CH2:10]1. (3) Given the reactants [CH2:1]([O:3][C:4]1[N:8]([CH2:9][C:10]2[S:14][C:13]([C:15]3[CH:20]=[CH:19][C:18]([C:21]([F:24])([F:23])[F:22])=[CH:17][CH:16]=3)=[N:12][C:11]=2[CH3:25])[C:7]2[CH:26]=[C:27]([O:31][CH2:32][CH2:33][CH2:34][C:35]([O:37]CC)=[O:36])[CH:28]=[C:29]([CH3:30])[C:6]=2[N:5]=1)[CH3:2].[OH-].[Na+].Cl, predict the reaction product. The product is: [CH2:1]([O:3][C:4]1[N:8]([CH2:9][C:10]2[S:14][C:13]([C:15]3[CH:20]=[CH:19][C:18]([C:21]([F:22])([F:23])[F:24])=[CH:17][CH:16]=3)=[N:12][C:11]=2[CH3:25])[C:7]2[CH:26]=[C:27]([O:31][CH2:32][CH2:33][CH2:34][C:35]([OH:37])=[O:36])[CH:28]=[C:29]([CH3:30])[C:6]=2[N:5]=1)[CH3:2]. (4) Given the reactants [NH2:1][C:2]1[C:7]([OH:8])=[C:6]([N+:9]([O-:11])=[O:10])[CH:5]=[C:4]([Cl:12])[CH:3]=1.[C:13](OCC)(=[O:15])C, predict the reaction product. The product is: [Cl:12][C:4]1[CH:5]=[C:6]([N+:9]([O-:11])=[O:10])[C:7]2[O:8][C:13](=[O:15])[NH:1][C:2]=2[CH:3]=1. (5) Given the reactants [CH3:1][O:2][CH2:3][CH2:4][C:5]([OH:7])=O.CN(C(ON1N=NC2C=CC=NC1=2)=[N+](C)C)C.F[P-](F)(F)(F)(F)F.CN1CCOCC1.[CH3:39][O:40][C:41]1[C:42]2[N:55]=[C:54]([NH2:56])[S:53][C:43]=2[C:44]([N:47]2[CH2:52][CH2:51][O:50][CH2:49][CH2:48]2)=[N:45][CH:46]=1, predict the reaction product. The product is: [CH3:1][O:2][CH2:3][CH2:4][C:5]([NH:56][C:54]1[S:53][C:43]2[C:44]([N:47]3[CH2:52][CH2:51][O:50][CH2:49][CH2:48]3)=[N:45][CH:46]=[C:41]([O:40][CH3:39])[C:42]=2[N:55]=1)=[O:7]. (6) Given the reactants [O:1]=[C:2]1[CH:11]=[CH:10][C:9]2[C:4](=[CH:5][CH:6]=[CH:7][N:8]=2)[N:3]1[CH2:12][CH:13]=O.[O:15]1[C:20]2[CH:21]=[CH:22][C:23]([CH2:25][N:26]([CH:34]3[CH2:39][CH2:38][NH:37][CH2:36][CH2:35]3)[C:27](=[O:33])[O:28][C:29]([CH3:32])([CH3:31])[CH3:30])=[CH:24][C:19]=2[O:18][CH2:17][CH2:16]1.C(O)(=O)C.C(O[BH-](OC(=O)C)OC(=O)C)(=O)C.[Na+], predict the reaction product. The product is: [O:15]1[C:20]2[CH:21]=[CH:22][C:23]([CH2:25][N:26]([CH:34]3[CH2:39][CH2:38][N:37]([CH2:13][CH2:12][N:3]4[C:4]5[C:9](=[N:8][CH:7]=[CH:6][CH:5]=5)[CH:10]=[CH:11][C:2]4=[O:1])[CH2:36][CH2:35]3)[C:27](=[O:33])[O:28][C:29]([CH3:32])([CH3:30])[CH3:31])=[CH:24][C:19]=2[O:18][CH2:17][CH2:16]1. (7) Given the reactants FC(F)(F)C(O)=O.C([SiH](CC)CC)C.[O:15]=[C:16]1[CH2:27][CH2:26][CH:25]=[CH:24][CH2:23][C@@H:22]([NH:28]C(=O)OC(C)(C)C)[C:21](=[O:36])[O:20][CH2:19][C@@H:18]([C:37]2[CH:42]=[CH:41][CH:40]=[CH:39][CH:38]=2)[NH:17]1, predict the reaction product. The product is: [NH2:28][C@H:22]1[C:21](=[O:36])[O:20][CH2:19][C@@H:18]([C:37]2[CH:42]=[CH:41][CH:40]=[CH:39][CH:38]=2)[NH:17][C:16](=[O:15])[CH2:27][CH2:26][CH:25]=[CH:24][CH2:23]1.